This data is from NCI-60 drug combinations with 297,098 pairs across 59 cell lines. The task is: Regression. Given two drug SMILES strings and cell line genomic features, predict the synergy score measuring deviation from expected non-interaction effect. (1) Drug 1: CC1C(C(=O)NC(C(=O)N2CCCC2C(=O)N(CC(=O)N(C(C(=O)O1)C(C)C)C)C)C(C)C)NC(=O)C3=C4C(=C(C=C3)C)OC5=C(C(=O)C(=C(C5=N4)C(=O)NC6C(OC(=O)C(N(C(=O)CN(C(=O)C7CCCN7C(=O)C(NC6=O)C(C)C)C)C)C(C)C)C)N)C. Drug 2: CC1C(C(CC(O1)OC2CC(CC3=C2C(=C4C(=C3O)C(=O)C5=C(C4=O)C(=CC=C5)OC)O)(C(=O)CO)O)N)O.Cl. Cell line: RPMI-8226. Synergy scores: CSS=51.9, Synergy_ZIP=9.82, Synergy_Bliss=6.25, Synergy_Loewe=2.54, Synergy_HSA=4.41. (2) Drug 1: C1=CC(=CC=C1CCCC(=O)O)N(CCCl)CCCl. Drug 2: C1CC(C1)(C(=O)O)C(=O)O.[NH2-].[NH2-].[Pt+2]. Cell line: NCI-H226. Synergy scores: CSS=16.1, Synergy_ZIP=-7.58, Synergy_Bliss=-4.08, Synergy_Loewe=-7.61, Synergy_HSA=-1.63. (3) Drug 1: C1CN1P(=S)(N2CC2)N3CC3. Drug 2: CC1=C(C=C(C=C1)C(=O)NC2=CC(=CC(=C2)C(F)(F)F)N3C=C(N=C3)C)NC4=NC=CC(=N4)C5=CN=CC=C5. Cell line: SF-539. Synergy scores: CSS=15.3, Synergy_ZIP=0.520, Synergy_Bliss=1.23, Synergy_Loewe=2.40, Synergy_HSA=2.11. (4) Drug 1: CC1=C2C(C(=O)C3(C(CC4C(C3C(C(C2(C)C)(CC1OC(=O)C(C(C5=CC=CC=C5)NC(=O)C6=CC=CC=C6)O)O)OC(=O)C7=CC=CC=C7)(CO4)OC(=O)C)O)C)OC(=O)C. Drug 2: CC12CCC3C(C1CCC2O)C(CC4=C3C=CC(=C4)O)CCCCCCCCCS(=O)CCCC(C(F)(F)F)(F)F. Cell line: HOP-92. Synergy scores: CSS=0.487, Synergy_ZIP=1.96, Synergy_Bliss=-6.68, Synergy_Loewe=-0.568, Synergy_HSA=-3.84. (5) Drug 1: CCCS(=O)(=O)NC1=C(C(=C(C=C1)F)C(=O)C2=CNC3=C2C=C(C=N3)C4=CC=C(C=C4)Cl)F. Drug 2: C1CC(=O)NC(=O)C1N2C(=O)C3=CC=CC=C3C2=O. Cell line: ACHN. Synergy scores: CSS=14.2, Synergy_ZIP=3.59, Synergy_Bliss=10.4, Synergy_Loewe=4.58, Synergy_HSA=8.20. (6) Drug 1: CCN(CC)CCCC(C)NC1=C2C=C(C=CC2=NC3=C1C=CC(=C3)Cl)OC. Drug 2: C1C(C(OC1N2C=NC(=NC2=O)N)CO)O. Cell line: SR. Synergy scores: CSS=40.9, Synergy_ZIP=-1.13, Synergy_Bliss=2.88, Synergy_Loewe=-1.99, Synergy_HSA=1.02. (7) Drug 1: CC1C(C(CC(O1)OC2CC(CC3=C2C(=C4C(=C3O)C(=O)C5=C(C4=O)C(=CC=C5)OC)O)(C(=O)C)O)N)O.Cl. Drug 2: C1CC(=O)NC(=O)C1N2C(=O)C3=CC=CC=C3C2=O. Cell line: OVCAR3. Synergy scores: CSS=11.5, Synergy_ZIP=1.47, Synergy_Bliss=9.61, Synergy_Loewe=-25.6, Synergy_HSA=0.538. (8) Synergy scores: CSS=40.3, Synergy_ZIP=-12.0, Synergy_Bliss=-13.1, Synergy_Loewe=-12.3, Synergy_HSA=-7.95. Cell line: NCIH23. Drug 1: C1=C(C(=O)NC(=O)N1)F. Drug 2: C(CC(=O)O)C(=O)CN.Cl. (9) Drug 1: CCCS(=O)(=O)NC1=C(C(=C(C=C1)F)C(=O)C2=CNC3=C2C=C(C=N3)C4=CC=C(C=C4)Cl)F. Drug 2: CC1=C2C(C(=O)C3(C(CC4C(C3C(C(C2(C)C)(CC1OC(=O)C(C(C5=CC=CC=C5)NC(=O)C6=CC=CC=C6)O)O)OC(=O)C7=CC=CC=C7)(CO4)OC(=O)C)O)C)OC(=O)C. Cell line: A498. Synergy scores: CSS=33.2, Synergy_ZIP=4.58, Synergy_Bliss=9.20, Synergy_Loewe=-2.25, Synergy_HSA=9.01.